From a dataset of Full USPTO retrosynthesis dataset with 1.9M reactions from patents (1976-2016). Predict the reactants needed to synthesize the given product. Given the product [ClH:57].[F:1][C:2]1[CH:16]=[C:15]([F:17])[CH:14]=[CH:13][C:3]=1[CH2:4][O:5][C:6]1[CH:11]=[CH:10][N:9]([C:19]2[N:24]=[C:23]3[N:25]([CH3:39])[C:26]4[CH2:31][CH2:30][NH:29][CH2:28][C:27]=4[C:22]3=[CH:21][CH:20]=2)[C:8](=[O:12])[CH:7]=1, predict the reactants needed to synthesize it. The reactants are: [F:1][C:2]1[CH:16]=[C:15]([F:17])[CH:14]=[CH:13][C:3]=1[CH2:4][O:5][C:6]1[CH:11]=[CH:10][NH:9][C:8](=[O:12])[CH:7]=1.Br[C:19]1[N:24]=[C:23]2[N:25]([CH3:39])[C:26]3[CH2:31][CH2:30][N:29](C(OC(C)(C)C)=O)[CH2:28][C:27]=3[C:22]2=[CH:21][CH:20]=1.OC1C=CC=C2C=1N=CC=C2.C([O-])([O-])=O.[Cs+].[Cs+].[ClH:57].